This data is from Reaction yield outcomes from USPTO patents with 853,638 reactions. The task is: Predict the reaction yield, written as a fraction of the theoretical maximum amount of product (1.0 means a 100% yield; for example, 0.34 means a 34% yield). (1) The reactants are [C:1](#[N:8])[C:2]1[CH:7]=[CH:6][CH:5]=[CH:4][CH:3]=1.[NH2:9][OH:10]. The catalyst is CCO. The product is [OH:10][N:9]=[C:1]([NH2:8])[C:2]1[CH:7]=[CH:6][CH:5]=[CH:4][CH:3]=1. The yield is 1.00. (2) The reactants are [CH3:1][O:2][C:3]1[CH:4]=[C:5]2[C:9](=[CH:10][CH:11]=1)[NH:8][C:7]1[CH:12]([C:18]([OH:20])=[O:19])[N:13]3[CH2:17][CH:16]([C:6]2=1)[CH2:15][CH2:14]3.[ClH:21].CCOCC. The catalyst is CO. The product is [ClH:21].[CH3:1][O:2][C:3]1[CH:4]=[C:5]2[C:9](=[CH:10][CH:11]=1)[NH:8][C:7]1[CH:12]([C:18]([OH:20])=[O:19])[N:13]3[CH2:17][CH:16]([C:6]2=1)[CH2:15][CH2:14]3. The yield is 0.830. (3) No catalyst specified. The yield is 0.480. The product is [OH:10][CH2:9][CH2:8][C:4]1[CH:3]=[C:2]([N:13]2[CH2:14][CH2:15][O:11][C:12]2=[O:16])[CH:7]=[CH:6][CH:5]=1. The reactants are Br[C:2]1[CH:3]=[C:4]([CH2:8][CH2:9][OH:10])[CH:5]=[CH:6][CH:7]=1.[O:11]1[CH2:15][CH2:14][NH:13][C:12]1=[O:16]. (4) The reactants are [CH2:1]1[CH2:6][C@H:5]([C:7]([OH:9])=[O:8])[CH2:4][CH2:3][C@H:2]1[CH2:10][NH2:11].[CH3:12][C:13]([CH3:32])([CH3:31])[C:14]([O:16][CH:17]([O:20][C:21](ON1C(=O)CCC1=O)=[O:22])[CH2:18][CH3:19])=[O:15]. The catalyst is CC(OC)(C)C.CC(C)=O.O. The product is [CH3:31][C:13]([CH3:12])([CH3:32])[C:14]([O:16][CH:17]([O:20][C:21]([NH:11][CH2:10][C@H:2]1[CH2:3][CH2:4][C@H:5]([C:7]([OH:9])=[O:8])[CH2:6][CH2:1]1)=[O:22])[CH2:18][CH3:19])=[O:15]. The yield is 0.450.